Dataset: Reaction yield outcomes from USPTO patents with 853,638 reactions. Task: Predict the reaction yield, written as a fraction of the theoretical maximum amount of product (1.0 means a 100% yield; for example, 0.34 means a 34% yield). The reactants are C(OC(NC(=C[C:14]1[CH:15]=[C:16]2[C:21](=[CH:22][CH:23]=1)[N:20]=[C:19]([C:24]1[C:29]([Cl:30])=[CH:28][CH:27]=[CH:26][C:25]=1[Cl:31])[CH:18]=[CH:17]2)C([O-])=O)=O)(C)(C)C.F[C:33](F)(F)[C:34]([OH:36])=O.[C:39]([O-:42])(O)=[O:40].[Na+].[CH2:44](Cl)Cl. The catalyst is C1(OC)C=CC=CC=1. The product is [Cl:30][C:29]1[CH:28]=[CH:27][CH:26]=[C:25]([Cl:31])[C:24]=1[C:19]1[CH:18]=[CH:17][C:16]2[C:21](=[CH:22][CH:23]=[C:14]([CH:33]=[C:34]([OH:36])[C:39]([O:42][CH3:44])=[O:40])[CH:15]=2)[N:20]=1. The yield is 0.530.